Dataset: Reaction yield outcomes from USPTO patents with 853,638 reactions. Task: Predict the reaction yield, written as a fraction of the theoretical maximum amount of product (1.0 means a 100% yield; for example, 0.34 means a 34% yield). (1) The catalyst is S([O-])(O)(=O)=O.C([N+](CCCC)(CCCC)CCCC)CCC.O. The yield is 0.960. The reactants are [F:1][C:2]1[CH:3]=[C:4]([C:29]2[C:30]([C:35]#[N:36])=[CH:31][CH:32]=[CH:33][CH:34]=2)[CH:5]=[CH:6][C:7]=1[CH2:8][C:9]1[C:10](=[O:28])[N:11]([C@H:21]2[CH2:26][CH2:25][C@H:24]([OH:27])[CH2:23][CH2:22]2)[C:12]2[N:13]([N:18]=[CH:19][N:20]=2)[C:14]=1[CH2:15][CH2:16][CH3:17].Br[CH:38]([CH3:46])[C:39]([O:41][C:42]([CH3:45])([CH3:44])[CH3:43])=[O:40].C1(C)C=CC=CC=1.[OH-].[Na+]. The product is [C:35]([C:30]1[CH:31]=[CH:32][CH:33]=[CH:34][C:29]=1[C:4]1[CH:5]=[CH:6][C:7]([CH2:8][C:9]2[C:10](=[O:28])[N:11]([C@H:21]3[CH2:26][CH2:25][C@H:24]([O:27][CH:38]([CH3:46])[C:39]([O:41][C:42]([CH3:45])([CH3:44])[CH3:43])=[O:40])[CH2:23][CH2:22]3)[C:12]3[N:13]([N:18]=[CH:19][N:20]=3)[C:14]=2[CH2:15][CH2:16][CH3:17])=[C:2]([F:1])[CH:3]=1)#[N:36]. (2) The reactants are Cl.[C:2]([O:18][CH3:19])(=[O:17])/[CH:3]=[CH:4]/[C:5]([O:7][CH2:8][C:9](=[O:16])[N:10]1[CH2:15][CH2:14][NH:13][CH2:12][CH2:11]1)=[O:6].[CH2:20](Br)[C:21]1[CH:26]=[CH:25][CH:24]=[CH:23][CH:22]=1.C(N(C(C)C)CC)(C)C. The product is [C:2]([O:18][CH3:19])(=[O:17])/[CH:3]=[CH:4]/[C:5]([O:7][CH2:8][C:9]([N:10]1[CH2:15][CH2:14][N:13]([CH2:20][C:21]2[CH:26]=[CH:25][CH:24]=[CH:23][CH:22]=2)[CH2:12][CH2:11]1)=[O:16])=[O:6]. The catalyst is ClCCl. The yield is 0.270. (3) The reactants are [Br:1][C:2]1[CH:3]=[C:4]([CH:15]=[C:16]([Br:27])[C:17]=1[O:18][C:19]1[CH:24]=[CH:23][C:22]([O:25][CH3:26])=[CH:21][CH:20]=1)[CH:5]=[N:6][O:7][CH:8]([CH3:14])[C:9]([O:11][CH2:12][CH3:13])=[O:10].[Cl:28][C:29]1[CH:37]=[CH:36][C:32]([C:33](O)=[O:34])=[CH:31][CH:30]=1. The catalyst is CS(O)(=O)=O.O=P12OP3(OP(OP(O3)(O1)=O)(=O)O2)=O.C(OCC)(=O)C. The product is [Br:1][C:2]1[CH:3]=[C:4]([CH:15]=[C:16]([Br:27])[C:17]=1[O:18][C:19]1[CH:20]=[CH:21][C:22]([O:25][CH3:26])=[C:23]([C:33](=[O:34])[C:32]2[CH:36]=[CH:37][C:29]([Cl:28])=[CH:30][CH:31]=2)[CH:24]=1)[CH:5]=[N:6][O:7][CH:8]([CH3:14])[C:9]([O:11][CH2:12][CH3:13])=[O:10]. The yield is 0.280. (4) The reactants are Cl[C:2]1[N:7]=[C:6]([C:8]([O:10]C(C)(C)C)=[O:9])[CH:5]=[CH:4][CH:3]=1.[CH2:15]([N:22]1[CH2:27][CH2:26][CH:25]([OH:28])[CH2:24][CH2:23]1)[C:16]1[CH:21]=[CH:20][CH:19]=[CH:18][CH:17]=1.[H-].[Na+]. The catalyst is O1CCOCC1. The product is [CH2:15]([N:22]1[CH2:27][CH2:26][CH:25]([O:28][C:2]2[N:7]=[C:6]([C:8]([OH:10])=[O:9])[CH:5]=[CH:4][CH:3]=2)[CH2:24][CH2:23]1)[C:16]1[CH:17]=[CH:18][CH:19]=[CH:20][CH:21]=1. The yield is 0.590. (5) The reactants are [CH3:1][O:2][C:3]1[CH:22]=[CH:21][C:6]([CH2:7][N:8]2[CH:12]=[C:11]([C:13]3[CH:18]=[CH:17][N:16]=[C:15](SC)[N:14]=3)[CH:10]=[N:9]2)=[CH:5][CH:4]=1.C1C=C(Cl)C=C(C(OO)=O)C=1.[NH2:34][C:35]1[CH:36]=[C:37]([OH:42])[CH:38]=[CH:39][C:40]=1[F:41].C([O-])([O-])=O.[K+].[K+]. The catalyst is ClCCl.CN(C=O)C.O. The product is [CH3:1][O:2][C:3]1[CH:22]=[CH:21][C:6]([CH2:7][N:8]2[CH:12]=[C:11]([C:13]3[CH:18]=[CH:17][N:16]=[C:15]([O:42][C:37]4[CH:38]=[CH:39][C:40]([F:41])=[C:35]([NH2:34])[CH:36]=4)[N:14]=3)[CH:10]=[N:9]2)=[CH:5][CH:4]=1. The yield is 0.840.